Dataset: Forward reaction prediction with 1.9M reactions from USPTO patents (1976-2016). Task: Predict the product of the given reaction. (1) Given the reactants [C:1]([C:3]1[CH:4]=[C:5]([C:16]2[N:21]=[CH:20][N:19]=[C:18]([NH:22][C:23]3[CH:28]=[CH:27][C:26]([N:29]4[CH2:34][CH2:33][N:32](C(OC(C)(C)C)=O)[CH2:31][CH2:30]4)=[CH:25][CH:24]=3)[N:17]=2)[CH:6]=[CH:7][C:8]=1[O:9][CH:10]1[CH2:15][CH2:14][O:13][CH2:12][CH2:11]1)#[N:2].FC(F)(F)C(O)=O, predict the reaction product. The product is: [N:29]1([C:26]2[CH:25]=[CH:24][C:23]([NH:22][C:18]3[N:19]=[CH:20][N:21]=[C:16]([C:5]4[CH:6]=[CH:7][C:8]([O:9][CH:10]5[CH2:15][CH2:14][O:13][CH2:12][CH2:11]5)=[C:3]([CH:4]=4)[C:1]#[N:2])[N:17]=3)=[CH:28][CH:27]=2)[CH2:34][CH2:33][NH:32][CH2:31][CH2:30]1. (2) Given the reactants CCCCC[C@H](O)/C=C/[C@@H]1[C@H]2C/C(/O[C@H]2C[C@H]1O)=C/CCCC(O)=[O:21].[O:26]=[CH:27][C@@H:28]([C@H:30]([C@@H:32]([C@@H:34]([CH2:36][OH:37])[OH:35])[OH:33])[OH:31])[OH:29], predict the reaction product. The product is: [CH2:36]([OH:37])[C@@H:34]([OH:35])[C@@H:32]([OH:33])[C@H:30]([OH:31])[C@@H:28]([OH:29])[CH:27]=[O:26].[OH2:21]. (3) The product is: [F:1][C:2]1[CH:10]=[C:9]([C:11]2[N:12]=[N:13][C:14]([O:17][CH2:18][CH:19]3[CH2:20][CH2:21][N:22]([CH2:25][C:26]([F:29])([CH3:28])[CH3:27])[CH2:23][CH2:24]3)=[CH:15][CH:16]=2)[CH:8]=[CH:7][C:3]=1[C:4]([N:53]1[CH2:57][CH2:56][CH2:55][C@H:54]1[C:58]([NH2:60])=[O:59])=[O:5]. Given the reactants [F:1][C:2]1[CH:10]=[C:9]([C:11]2[N:12]=[N:13][C:14]([O:17][CH2:18][CH:19]3[CH2:24][CH2:23][N:22]([CH2:25][C:26]([F:29])([CH3:28])[CH3:27])[CH2:21][CH2:20]3)=[CH:15][CH:16]=2)[CH:8]=[CH:7][C:3]=1[C:4](O)=[O:5].C(Cl)CCl.C1C=CC2N(O)N=NC=2C=1.CCN(C(C)C)C(C)C.[NH:53]1[CH2:57][CH2:56][CH2:55][C@H:54]1[C:58]([NH2:60])=[O:59], predict the reaction product. (4) Given the reactants [Cl:1][C:2]1[C:11]2[C:6](=[C:7]([CH3:12])[CH:8]=[CH:9][CH:10]=2)[C:5]([C:13]([OH:15])=O)=[CH:4][N:3]=1.[NH:16]1[CH2:21][CH2:20][CH2:19][CH2:18][CH2:17]1, predict the reaction product. The product is: [Cl:1][C:2]1[C:11]2[C:6](=[C:7]([CH3:12])[CH:8]=[CH:9][CH:10]=2)[C:5]([C:13]([N:16]2[CH2:21][CH2:20][CH2:19][CH2:18][CH2:17]2)=[O:15])=[CH:4][N:3]=1. (5) Given the reactants [H-].[Na+].[NH:3]1[C:11]2[C:6](=[CH:7][CH:8]=[CH:9][CH:10]=2)[C:5]([C:12](=[O:22])[CH2:13][C:14]2[CH:19]=[CH:18][CH:17]=[CH:16][C:15]=2[O:20][CH3:21])=[CH:4]1.Br[CH2:24][CH2:25][CH2:26][CH2:27][C:28]([O:30][CH2:31][CH3:32])=[O:29], predict the reaction product. The product is: [CH3:21][O:20][C:15]1[CH:16]=[CH:17][CH:18]=[CH:19][C:14]=1[CH2:13][C:12]([C:5]1[C:6]2[C:11](=[CH:10][CH:9]=[CH:8][CH:7]=2)[N:3]([CH2:24][CH2:25][CH2:26][CH2:27][C:28]([O:30][CH2:31][CH3:32])=[O:29])[CH:4]=1)=[O:22]. (6) Given the reactants Cl[C:2]1[C:7]([C:8]#[N:9])=[C:6]([CH2:10][CH2:11][CH3:12])[CH:5]=[C:4](Cl)[N:3]=1.CCN(CC)CC, predict the reaction product. The product is: [CH2:10]([C:6]1[CH:5]=[CH:4][N:3]=[CH:2][C:7]=1[C:8]#[N:9])[CH2:11][CH3:12]. (7) Given the reactants I[C:2]1[CH:7]=[CH:6][N:5]=[C:4]([S:8][CH3:9])[N:3]=1.[F:10][C:11]1([F:23])[O:15][C:14]2[CH:16]=[CH:17][CH:18]=[C:19](B(O)O)[C:13]=2[O:12]1.C([O-])([O-])=O.[Na+].[Na+].C1(P(C2CCCCC2)C2C=CC=CC=2C2C=CC=CC=2)CCCCC1, predict the reaction product. The product is: [F:23][C:11]1([F:10])[O:12][C:13]2[CH:19]=[CH:18][CH:17]=[C:16]([C:2]3[CH:7]=[CH:6][N:5]=[C:4]([S:8][CH3:9])[N:3]=3)[C:14]=2[O:15]1. (8) Given the reactants [CH3:1][O:2][C:3]1[N:8]=[CH:7][C:6]([CH2:9][S:10][CH2:11][C:12]([OH:14])=[O:13])=[CH:5][C:4]=1[N+:15]([O-:17])=[O:16].[OH:18]O, predict the reaction product. The product is: [CH3:1][O:2][C:3]1[N:8]=[CH:7][C:6]([CH2:9][S:10]([CH2:11][C:12]([OH:14])=[O:13])=[O:18])=[CH:5][C:4]=1[N+:15]([O-:17])=[O:16]. (9) Given the reactants [CH:1]1([C:7]2[C:8]3[CH:9]=[CH:10][C:11]([C:33]([O:35][CH3:36])=[O:34])=[CH:12][C:13]=3[N:14]3[CH2:20][CH2:19][CH:18]([NH:21][CH2:22][CH2:23][N:24]4[CH2:28][CH2:27][CH2:26][CH2:25]4)[C:17]4[CH:29]=[CH:30][CH:31]=[CH:32][C:16]=4[C:15]=23)[CH2:6][CH2:5][CH2:4][CH2:3][CH2:2]1.[CH3:37]C(O)=O.C=O.[BH3-]C#N.[Na+], predict the reaction product. The product is: [CH:1]1([C:7]2[C:8]3[CH:9]=[CH:10][C:11]([C:33]([O:35][CH3:36])=[O:34])=[CH:12][C:13]=3[N:14]3[CH2:20][CH2:19][CH:18]([N:21]([CH3:37])[CH2:22][CH2:23][N:24]4[CH2:28][CH2:27][CH2:26][CH2:25]4)[C:17]4[CH:29]=[CH:30][CH:31]=[CH:32][C:16]=4[C:15]=23)[CH2:6][CH2:5][CH2:4][CH2:3][CH2:2]1. (10) Given the reactants [NH2:1][C:2]1[N:6]([C@@H:7]2[O:13][C@H:12]([CH2:14][OH:15])[C@@H:10]([OH:11])[C@H:8]2[OH:9])[CH:5]=[N:4][C:3]=1[C:16]([NH2:18])=[O:17].C1(N=[C:26]=[S:27])C=CC=CC=1, predict the reaction product. The product is: [SH:27][C:26]1[N:18]=[C:16]([OH:17])[C:3]2[N:4]=[CH:5][N:6]([C:2]=2[N:1]=1)[C@@H:7]1[O:13][C@H:12]([CH2:14][OH:15])[C@@H:10]([OH:11])[C@H:8]1[OH:9].